From a dataset of Full USPTO retrosynthesis dataset with 1.9M reactions from patents (1976-2016). Predict the reactants needed to synthesize the given product. (1) Given the product [CH3:1][C:2]1[CH:11]=[CH:10][CH:9]=[C:8]2[C:3]=1[C:4](=[O:40])[N:5]([C:32]1[CH:33]=[C:34]([CH:37]=[CH:38][CH:39]=1)[C:35]#[N:36])[C:6]([CH:12]([NH:14][C:15]1[N:23]=[CH:22][N:21]=[C:20]3[C:16]=1[N:17]=[CH:18][NH:19]3)[CH3:13])=[N:7]2, predict the reactants needed to synthesize it. The reactants are: [CH3:1][C:2]1[CH:11]=[CH:10][CH:9]=[C:8]2[C:3]=1[C:4](=[O:40])[N:5]([C:32]1[CH:33]=[C:34]([CH:37]=[CH:38][CH:39]=1)[C:35]#[N:36])[C:6]([CH:12]([NH:14][C:15]1[N:23]=[CH:22][N:21]=[C:20]3[C:16]=1[N:17]=[CH:18][N:19]3COCC[Si](C)(C)C)[CH3:13])=[N:7]2.OC1C=C(N2C(=O)C3C(=CC=CC=3C)N=C2C(NC2N=CN=C3C=2N=CN3)C)C=CC=1. (2) Given the product [O:9]([CH2:8][C:5]1[CH:6]=[CH:7][C:2]([C:18]#[C:17][C:16]([O:20][CH3:21])=[O:19])=[CH:3][CH:4]=1)[C:10]1[CH:15]=[CH:14][CH:13]=[CH:12][CH:11]=1, predict the reactants needed to synthesize it. The reactants are: I[C:2]1[CH:7]=[CH:6][C:5]([CH2:8][O:9][C:10]2[CH:15]=[CH:14][CH:13]=[CH:12][CH:11]=2)=[CH:4][CH:3]=1.[C:16]([O:20][CH3:21])(=[O:19])[C:17]#[CH:18].C(=O)([O-])[O-].[K+].[K+]. (3) The reactants are: [CH:1]1([C:4]2[C:9]([CH2:10]O)=[CH:8][N:7]=[C:6]([C:12]3[CH:17]=[CH:16][C:15]([O:18][C:19]([F:22])([F:21])[F:20])=[CH:14][CH:13]=3)[N:5]=2)[CH2:3][CH2:2]1.S(Cl)([Cl:25])=O. Given the product [Cl:25][CH2:10][C:9]1[C:4]([CH:1]2[CH2:3][CH2:2]2)=[N:5][C:6]([C:12]2[CH:17]=[CH:16][C:15]([O:18][C:19]([F:22])([F:21])[F:20])=[CH:14][CH:13]=2)=[N:7][CH:8]=1, predict the reactants needed to synthesize it. (4) Given the product [C:32]([C:26]1[O:27][C:28]2[C:23]([C:24](=[O:35])[CH:25]=1)=[C:22]([O:21][CH2:20][CH:19]([OH:36])[CH2:18][O:17][C:12]1[CH:11]=[CH:10][CH:9]=[C:8]3[C:13]=1[C:14](=[O:16])[CH:15]=[C:6]([C:3]([OH:5])=[O:4])[O:7]3)[CH:31]=[CH:30][CH:29]=2)([OH:34])=[O:33], predict the reactants needed to synthesize it. The reactants are: [Na].[Na].[C:3]([C:6]1[O:7][C:8]2[C:13]([C:14](=[O:16])[CH:15]=1)=[C:12]([O:17][CH2:18][CH:19]([OH:36])[CH2:20][O:21][C:22]1[CH:31]=[CH:30][CH:29]=[C:28]3[C:23]=1[C:24](=[O:35])[CH:25]=[C:26]([C:32]([OH:34])=[O:33])[O:27]3)[CH:11]=[CH:10][CH:9]=2)([OH:5])=[O:4].C(Br)C1C=CC=CC=1.C(=O)([O-])O.[Na+].